This data is from Full USPTO retrosynthesis dataset with 1.9M reactions from patents (1976-2016). The task is: Predict the reactants needed to synthesize the given product. (1) Given the product [NH2:51][C:47]([CH3:50])([CH3:46])[CH2:48][NH:49][C:33]([NH:1][C:2]1[CH:31]=[CH:30][C:5]([CH2:6][CH:7]2[CH2:12][CH2:11][N:10]([CH2:13][C:14]3[CH:15]=[CH:16][C:17]([C:20]([OH:29])([C:21]([F:22])([F:23])[F:24])[C:25]([F:28])([F:26])[F:27])=[CH:18][CH:19]=3)[CH2:9][CH2:8]2)=[CH:4][C:3]=1[F:32])=[O:34], predict the reactants needed to synthesize it. The reactants are: [NH2:1][C:2]1[CH:31]=[CH:30][C:5]([CH2:6][CH:7]2[CH2:12][CH2:11][N:10]([CH2:13][C:14]3[CH:19]=[CH:18][C:17]([C:20]([OH:29])([C:25]([F:28])([F:27])[F:26])[C:21]([F:24])([F:23])[F:22])=[CH:16][CH:15]=3)[CH2:9][CH2:8]2)=[CH:4][C:3]=1[F:32].[C:33](Cl)(=O)[O:34]C1C=CC([N+]([O-])=O)=CC=1.[CH3:46][C:47]([NH2:51])([CH3:50])[CH2:48][NH2:49].C(N(CC)CC)C. (2) Given the product [OH:38][C:39]([C:20]1[CH:19]=[C:18]([C:14]2[CH:13]=[CH:12][C:11]3[N:10]=[CH:9][C:8]4[N:7]([CH3:29])[C:6](=[O:30])[N:5]([CH2:4][C@@H:3]([O:2][CH3:1])[CH3:31])[C:17]=4[C:16]=3[CH:15]=2)[CH:23]=[N:22][CH:21]=1)([CH3:40])[CH3:32], predict the reactants needed to synthesize it. The reactants are: [CH3:1][O:2][C@@H:3]([CH3:31])[CH2:4][N:5]1[C:17]2[C:16]3[CH:15]=[C:14]([C:18]4[CH:19]=[C:20](C(OCC)=O)[CH:21]=[N:22][CH:23]=4)[CH:13]=[CH:12][C:11]=3[N:10]=[CH:9][C:8]=2[N:7]([CH3:29])[C:6]1=[O:30].[CH3:32][Mg+].[Br-].C([O:38][CH2:39][CH3:40])(=O)C. (3) Given the product [Cl:1][C:2]1[CH:16]=[CH:15][C:5]([CH2:6][N:7]([C:8]2[CH:13]=[CH:12][CH:11]=[CH:10][C:9]=2[I:14])[C:24](=[O:25])[O:26][C:27]([CH3:30])([CH3:29])[CH3:28])=[CH:4][CH:3]=1, predict the reactants needed to synthesize it. The reactants are: [Cl:1][C:2]1[CH:16]=[CH:15][C:5]([CH2:6][NH:7][C:8]2[CH:13]=[CH:12][CH:11]=[CH:10][C:9]=2[I:14])=[CH:4][CH:3]=1.C(N(CC)CC)C.[C:24](O[C:24]([O:26][C:27]([CH3:30])([CH3:29])[CH3:28])=[O:25])([O:26][C:27]([CH3:30])([CH3:29])[CH3:28])=[O:25]. (4) Given the product [CH3:3][N:4]1[CH2:9][CH2:8][CH:7]([O:10][C:12]2[CH:17]=[CH:16][C:15]([NH2:18])=[CH:14][C:13]=2[C:21]([F:22])([F:24])[F:23])[CH2:6][CH2:5]1, predict the reactants needed to synthesize it. The reactants are: [H-].[Na+].[CH3:3][N:4]1[CH2:9][CH2:8][CH:7]([OH:10])[CH2:6][CH2:5]1.F[C:12]1[CH:17]=[CH:16][C:15]([N+:18]([O-])=O)=[CH:14][C:13]=1[C:21]([F:24])([F:23])[F:22]. (5) Given the product [OH:12][C:7]1[NH:8][C:9]2[C:5]([C:6]=1[C:16]1[CH:17]=[C:18]([O:22][CH2:23][CH2:24][N:25]3[CH2:26][CH2:27][O:28][CH2:29][CH2:30]3)[N:19]=[CH:20][N:21]=1)=[CH:4][C:3]([C:1]#[N:2])=[CH:11][CH:10]=2, predict the reactants needed to synthesize it. The reactants are: [C:1]([C:3]1[CH:4]=[C:5]2[C:9](=[CH:10][CH:11]=1)[NH:8][C:7](=[O:12])[CH2:6]2)#[N:2].[H-].[Na+].Cl[C:16]1[N:21]=[CH:20][N:19]=[C:18]([O:22][CH2:23][CH2:24][N:25]2[CH2:30][CH2:29][O:28][CH2:27][CH2:26]2)[CH:17]=1. (6) Given the product [N:24]([C:27]([CH3:33])([CH3:32])[CH2:28][C:29]([N:2]([CH2:3][CH2:4][CH2:5][CH2:6][CH2:7][CH2:8][CH2:9][CH2:10][CH2:11][CH2:12][CH2:13][CH3:14])[CH3:1])=[O:30])=[N+:25]=[N-:26], predict the reactants needed to synthesize it. The reactants are: [CH3:1][NH:2][CH2:3][CH2:4][CH2:5][CH2:6][CH2:7][CH2:8][CH2:9][CH2:10][CH2:11][CH2:12][CH2:13][CH3:14].CCN(C(C)C)C(C)C.[N:24]([C:27]([CH3:33])([CH3:32])[CH2:28][C:29](Cl)=[O:30])=[N+:25]=[N-:26]. (7) Given the product [C:1]([O:4][C@@H:5]1[C@@H:10]([O:11][C:12](=[O:14])[CH3:13])[C@H:9]([O:15][C:16](=[O:18])[CH3:17])[C@@H:8]([O:19][CH3:20])[O:7][C@H:6]1[C:21]1[CH:26]=[CH:25][C:24]([Cl:27])=[C:23]([CH2:28][C:29]2[CH:30]=[CH:31][C:32]([C:57]#[C:56][Si:52]([CH3:55])([CH3:54])[CH3:53])=[CH:33][CH:34]=2)[CH:22]=1)(=[O:3])[CH3:2], predict the reactants needed to synthesize it. The reactants are: [C:1]([O:4][C@@H:5]1[C@@H:10]([O:11][C:12](=[O:14])[CH3:13])[C@H:9]([O:15][C:16](=[O:18])[CH3:17])[C@@H:8]([O:19][CH3:20])[O:7][C@H:6]1[C:21]1[CH:26]=[CH:25][C:24]([Cl:27])=[C:23]([CH2:28][C:29]2[CH:34]=[CH:33][C:32](OS(C(F)(F)F)(=O)=O)=[CH:31][CH:30]=2)[CH:22]=1)(=[O:3])[CH3:2].CCN(C(C)C)C(C)C.[Si:52]([C:56]#[CH:57])([CH3:55])([CH3:54])[CH3:53].O.